Dataset: Catalyst prediction with 721,799 reactions and 888 catalyst types from USPTO. Task: Predict which catalyst facilitates the given reaction. (1) Reactant: [C:1]1([C:9]2[CH:14]=[CH:13][CH:12]=[CH:11][CH:10]=2)[CH:6]=[CH:5][C:4](C=O)=[CH:3][CH:2]=1.[C-:15]#[N:16].[Na+].[C:18](=[O:21])([O-])[O-:19].[NH4+].[NH4+]. Product: [C:9]1([C:1]2[CH:2]=[CH:3][C:4]([NH:16][CH2:15][C:18]([OH:19])=[O:21])=[CH:5][CH:6]=2)[CH:10]=[CH:11][CH:12]=[CH:13][CH:14]=1. The catalyst class is: 8. (2) Reactant: [NH:1]([C:29]([O:31][C:32]([CH3:35])([CH3:34])[CH3:33])=[O:30])[C@H:2]([C:7]([NH:9][C@H:10]([C:15]([NH:17][C@H:18]([C:26]([OH:28])=[O:27])[CH2:19][C:20]1[CH:25]=[CH:24][CH:23]=[CH:22][CH:21]=1)=[O:16])[CH2:11][CH:12]([CH3:14])[CH3:13])=[O:8])[CH2:3][CH2:4][S:5][CH3:6].Cl.[CH3:37][O:38][C:39](=[O:43])[CH2:40][CH2:41][NH2:42].CN(C(ON1N=NC2C=CC=NC1=2)=[N+](C)C)C.F[P-](F)(F)(F)(F)F. Product: [CH3:14][CH:12]([CH2:11][C@H:10]([NH:9][C:7]([C@@H:2]([NH:1][C:29]([O:31][C:32]([CH3:34])([CH3:33])[CH3:35])=[O:30])[CH2:3][CH2:4][S:5][CH3:6])=[O:8])[C:15]([NH:17][C@H:18]([C:26]([OH:28])=[O:27])[CH2:19][C:20]1[CH:25]=[CH:24][CH:23]=[CH:22][CH:21]=1)=[O:16])[CH3:13].[NH2:42][CH2:41][CH2:40][C:39]([O:38][CH3:37])=[O:43]. The catalyst class is: 31. (3) Reactant: C[O:2][C:3]([C:5]1([CH2:18][CH2:19][O:20][Si:21]([C:24]([CH3:27])([CH3:26])[CH3:25])([CH3:23])[CH3:22])[CH2:10][CH2:9][N:8]([C:11]([O:13][C:14]([CH3:17])([CH3:16])[CH3:15])=[O:12])[CH2:7][CH2:6]1)=O.[BH4-].[Li+]. Product: [OH:2][CH2:3][C:5]1([CH2:18][CH2:19][O:20][Si:21]([C:24]([CH3:27])([CH3:26])[CH3:25])([CH3:23])[CH3:22])[CH2:6][CH2:7][N:8]([C:11]([O:13][C:14]([CH3:16])([CH3:17])[CH3:15])=[O:12])[CH2:9][CH2:10]1. The catalyst class is: 1.